Dataset: Full USPTO retrosynthesis dataset with 1.9M reactions from patents (1976-2016). Task: Predict the reactants needed to synthesize the given product. Given the product [CH3:35][S:32]([C:29]1[CH:30]=[CH:31][C:22]2[C:21]([O:19][C:16]3[CH:17]=[CH:18][C:13]([O:12][CH3:11])=[CH:14][CH:15]=3)=[C:25]([C:26]#[N:27])[S:24][C:23]=2[CH:28]=1)(=[O:34])=[O:33], predict the reactants needed to synthesize it. The reactants are: C[Si]([N-][Si](C)(C)C)(C)C.[K+].[CH3:11][O:12][C:13]1[CH:18]=[CH:17][C:16]([OH:19])=[CH:15][CH:14]=1.Cl[C:21]1[C:22]2[CH:31]=[CH:30][C:29]([S:32]([CH3:35])(=[O:34])=[O:33])=[CH:28][C:23]=2[S:24][C:25]=1[C:26]#[N:27].